From a dataset of Reaction yield outcomes from USPTO patents with 853,638 reactions. Predict the reaction yield, written as a fraction of the theoretical maximum amount of product (1.0 means a 100% yield; for example, 0.34 means a 34% yield). (1) The reactants are [OH-].[Na+].C([O:5][C:6](=[O:29])[CH2:7][CH2:8][CH2:9][NH:10][C:11]1[CH:16]=[CH:15][C:14]([CH2:17][CH2:18][CH2:19][CH2:20][NH:21]C(OC(C)(C)C)=O)=[CH:13][CH:12]=1)C.Cl. The catalyst is O.C1COCC1. The product is [NH2:21][CH2:20][CH2:19][CH2:18][CH2:17][C:14]1[CH:15]=[CH:16][C:11]([NH:10][CH2:9][CH2:8][CH2:7][C:6]([OH:29])=[O:5])=[CH:12][CH:13]=1. The yield is 1.00. (2) The reactants are I[C:2]1[CH:11]=[C:10]2[C:5]([CH:6]=[C:7]([C:16]([O:18][CH2:19][CH3:20])=[O:17])[CH:8]([C:12]([F:15])([F:14])[F:13])[O:9]2)=[CH:4][CH:3]=1.[CH3:21][C:22]1[CH:27]=[CH:26][C:25](B(O)O)=[CH:24][CH:23]=1.[C:31]([O-])([O-])=[O:32].[K+].[K+]. The catalyst is O1CCOCC1.Cl[Pd](Cl)([P](C1C=CC=CC=1)(C1C=CC=CC=1)C1C=CC=CC=1)[P](C1C=CC=CC=1)(C1C=CC=CC=1)C1C=CC=CC=1. The product is [CH3:21][C:22]1[CH:27]=[CH:26][C:25]([C:31]([C:2]2[CH:11]=[C:10]3[C:5]([CH:6]=[C:7]([C:16]([O:18][CH2:19][CH3:20])=[O:17])[CH:8]([C:12]([F:15])([F:14])[F:13])[O:9]3)=[CH:4][CH:3]=2)=[O:32])=[CH:24][CH:23]=1. The yield is 0.410. (3) The reactants are [F:1][C:2]1([F:26])[CH2:8][N:7]([C:9]2[N:13]([CH3:14])[N:12]=[CH:11][C:10]=2[N+:15]([O-:17])=[O:16])[CH2:6][CH2:5][CH:4]([NH:18][C:19](=[O:25])[O:20][C:21]([CH3:24])([CH3:23])[CH3:22])[CH2:3]1.[CH3:27][Si](C)(C)[N-][Si](C)(C)C.[Li+].IC.O. The catalyst is C1COCC1. The product is [F:26][C:2]1([F:1])[CH2:8][N:7]([C:9]2[N:13]([CH3:14])[N:12]=[CH:11][C:10]=2[N+:15]([O-:17])=[O:16])[CH2:6][CH2:5][CH:4]([N:18]([CH3:27])[C:19](=[O:25])[O:20][C:21]([CH3:23])([CH3:22])[CH3:24])[CH2:3]1. The yield is 0.900. (4) The reactants are [NH:1]1[CH2:5][CH2:4][CH:3]([CH2:6][CH2:7][CH2:8][OH:9])[CH2:2]1.C([O-])([O-])=O.[K+].[K+].[C:16](O[C:16]([O:18][C:19]([CH3:22])([CH3:21])[CH3:20])=[O:17])([O:18][C:19]([CH3:22])([CH3:21])[CH3:20])=[O:17].[NH4+].[Cl-]. The catalyst is C1COCC1.O. The product is [C:19]([O:18][C:16]([N:1]1[CH2:5][CH2:4][CH:3]([CH2:6][CH2:7][CH2:8][OH:9])[CH2:2]1)=[O:17])([CH3:22])([CH3:21])[CH3:20]. The yield is 0.560. (5) The yield is 0.587. The product is [CH3:1][C:2]1[C:7]([C:8]([F:11])([F:10])[F:9])=[CH:6][CH:5]=[CH:4][C:3]=1[CH2:12][N:13]1[C:17]2[CH:18]=[C:19]([N:25]3[CH2:30][CH2:29][O:43][CH2:27][CH2:26]3)[CH:20]=[C:21]([C:22]3[N:24]=[CH:35][NH:45][N:44]=3)[C:16]=2[N:15]=[C:14]1[C:31]([F:34])([F:33])[F:32]. The reactants are [CH3:1][C:2]1[C:7]([C:8]([F:11])([F:10])[F:9])=[CH:6][CH:5]=[CH:4][C:3]=1[CH2:12][N:13]1[C:17]2[CH:18]=[C:19]([N:25]3[CH2:30][CH2:29]O[CH2:27][CH2:26]3)[CH:20]=[C:21]([C:22]([NH2:24])=O)[C:16]=2[N:15]=[C:14]1[C:31]([F:34])([F:33])[F:32].[CH3:35]OC(OC)N(C)C.[OH2:43].[NH2:44][NH2:45]. No catalyst specified. (6) The reactants are IC.[F:3][C:4]1[C:12]([F:13])=[C:11](O)[CH:10]=[CH:9][C:5]=1[C:6]([OH:8])=[O:7].[C:15](=O)([O-])[O-].[Li+].[Li+].CN(C)[CH:23]=[O:24]. The catalyst is O. The product is [F:3][C:4]1[C:12]([F:13])=[C:11]([O:24][CH3:23])[CH:10]=[CH:9][C:5]=1[C:6]([O:8][CH3:15])=[O:7]. The yield is 0.880. (7) The reactants are [CH2:1]([C:3]1[CH:4]=[N:5][C:6]([N:9]2[CH2:14][CH2:13][CH:12]([N:15]3[CH2:20][CH2:19][CH2:18][C@H:17]([NH:21][CH3:22])[C:16]3=[O:23])[CH2:11][CH2:10]2)=[N:7][CH:8]=1)[CH3:2].[F:24][C:25]1[CH:30]=[C:29]([S:31]([CH3:34])(=[O:33])=[O:32])[C:28]([F:35])=[CH:27][C:26]=1F.C([O-])([O-])=O.[Na+].[Na+]. The catalyst is CN(C=O)C. The product is [F:24][C:25]1[CH:30]=[C:29]([S:31]([CH3:34])(=[O:33])=[O:32])[C:28]([F:35])=[CH:27][C:26]=1[N:21]([CH3:22])[C@H:17]1[CH2:18][CH2:19][CH2:20][N:15]([CH:12]2[CH2:11][CH2:10][N:9]([C:6]3[N:5]=[CH:4][C:3]([CH2:1][CH3:2])=[CH:8][N:7]=3)[CH2:14][CH2:13]2)[C:16]1=[O:23]. The yield is 0.280. (8) The reactants are [Cl:1][C:2]([F:13])([F:12])[C:3]1[N:8]=[CH:7][C:6]([C:9](=[O:11])[CH3:10])=[CH:5][CH:4]=1.[BH4-].[Na+].Cl. The catalyst is CO. The product is [Cl:1][C:2]([F:12])([F:13])[C:3]1[N:8]=[CH:7][C:6]([CH:9]([OH:11])[CH3:10])=[CH:5][CH:4]=1. The yield is 0.930.